Dataset: Catalyst prediction with 721,799 reactions and 888 catalyst types from USPTO. Task: Predict which catalyst facilitates the given reaction. Reactant: Br.CC1(C)[O:7][CH:6]([CH2:8][N:9]2[C:21]3[C:20]4[CH:19]=[CH:18][CH:17]=[CH:16][C:15]=4[N:14]=[C:13]([NH2:22])[C:12]=3[N:11]=[C:10]2[CH2:23][O:24][CH2:25][CH3:26])[CH2:5][O:4]1.Cl. Product: [NH2:22][C:13]1[C:12]2[N:11]=[C:10]([CH2:23][O:24][CH2:25][CH3:26])[N:9]([CH2:8][CH:6]([OH:7])[CH2:5][OH:4])[C:21]=2[C:20]2[CH:19]=[CH:18][CH:17]=[CH:16][C:15]=2[N:14]=1. The catalyst class is: 7.